Dataset: Forward reaction prediction with 1.9M reactions from USPTO patents (1976-2016). Task: Predict the product of the given reaction. (1) Given the reactants [CH2:1]([NH:8][C:9]1[C:14]([NH2:15])=[C:13]([NH:16][CH2:17][C:18]2[CH:23]=[CH:22][CH:21]=[CH:20][CH:19]=2)[CH:12]=[C:11]([C:24]([F:27])([F:26])[F:25])[N:10]=1)[C:2]1[CH:7]=[CH:6][CH:5]=[CH:4][CH:3]=1.O.CCCCCCC.C[CH2:37][O:38]C(C)=O, predict the reaction product. The product is: [CH2:17]([N:16]1[C:13]2[CH:12]=[C:11]([C:24]([F:27])([F:26])[F:25])[N:10]=[C:9]([NH:8][CH2:1][C:2]3[CH:7]=[CH:6][CH:5]=[CH:4][CH:3]=3)[C:14]=2[NH:15][C:37]1=[O:38])[C:18]1[CH:19]=[CH:20][CH:21]=[CH:22][CH:23]=1. (2) Given the reactants [Li][CH2:2]CCC.[CH:6]([C:8]1([CH3:21])[CH2:13][CH2:12][N:11]([C:14]([O:16][C:17]([CH3:20])([CH3:19])[CH3:18])=[O:15])[CH2:10][CH2:9]1)=O, predict the reaction product. The product is: [CH3:21][C:8]1([CH:6]=[CH2:2])[CH2:13][CH2:12][N:11]([C:14]([O:16][C:17]([CH3:20])([CH3:19])[CH3:18])=[O:15])[CH2:10][CH2:9]1. (3) Given the reactants [H-].[Na+].[F:3][C:4]1[CH:5]=[C:6]([C:11]2[NH:12][C:13]([CH2:16][CH2:17][C:18]3[N:19]([S:29]([N:32]([CH3:34])[CH3:33])(=[O:31])=[O:30])[CH:20]=[C:21]([CH2:23][C:24]([CH3:28])([CH3:27])[CH2:25][CH3:26])[N:22]=3)=[N:14][N:15]=2)[CH:7]=[CH:8][C:9]=1[F:10].[CH3:35]I, predict the reaction product. The product is: [F:3][C:4]1[CH:5]=[C:6]([C:11]2[N:12]=[C:13]([CH2:16][CH2:17][C:18]3[N:19]([S:29]([N:32]([CH3:33])[CH3:34])(=[O:30])=[O:31])[CH:20]=[C:21]([CH2:23][C:24]([CH3:27])([CH3:28])[CH2:25][CH3:26])[N:22]=3)[N:14]([CH3:35])[N:15]=2)[CH:7]=[CH:8][C:9]=1[F:10]. (4) Given the reactants [CH2:1]([NH2:19])[CH2:2][CH2:3][CH2:4][CH2:5][CH2:6][CH2:7][CH2:8]/[CH:9]=[CH:10]\[CH2:11][CH2:12]CCCCCC.P(O)(OCCCCCCCC/C=C\CCCCCCCC)OCCCCCCCC/C=C\CCCCCCCC, predict the reaction product. The product is: [CH2:1]([NH2:19])[CH2:2][CH2:3][CH2:4][CH2:5][CH2:6][CH2:7][CH2:8][CH2:9][CH2:10][CH2:11][CH3:12]. (5) Given the reactants C(OC([N:8]1[CH2:13][CH2:12][N:11]([C:14]2[C:15]3[C:30]([O:31][CH3:32])=[CH:29][N:28]=[CH:27][C:16]=3[N:17]=[C:18]([C:20]3[CH:25]=[CH:24][N:23]=[C:22](Cl)[CH:21]=3)[N:19]=2)[CH2:10][CH2:9]1)=O)(C)(C)C.[F:33][C:34]1[N:39]=[C:38]([NH2:40])[CH:37]=[CH:36][CH:35]=1, predict the reaction product. The product is: [F:33][C:34]1[N:39]=[C:38]([NH:40][C:22]2[CH:21]=[C:20]([C:18]3[N:19]=[C:14]([N:11]4[CH2:12][CH2:13][NH:8][CH2:9][CH2:10]4)[C:15]4[C:30]([O:31][CH3:32])=[CH:29][N:28]=[CH:27][C:16]=4[N:17]=3)[CH:25]=[CH:24][N:23]=2)[CH:37]=[CH:36][CH:35]=1. (6) The product is: [CH2:38]([O:39][CH2:40][CH2:41][O:42][CH2:43][CH2:44][O:24][C:23](=[O:25])[C@@H:22]([NH:21][C:19]([C:15]1[C:16]([CH3:18])=[N:17][C:12]([NH:11][CH2:10][CH2:9][CH2:8][C:4]2[CH:5]=[CH:6][CH:7]=[C:2]([OH:1])[CH:3]=2)=[N:13][C:14]=1[CH3:35])=[O:20])[CH2:26][NH:27][C:28]([C:30]1[S:31][CH:32]=[CH:33][CH:34]=1)=[O:29])[CH3:37]. Given the reactants [OH:1][C:2]1[CH:3]=[C:4]([CH2:8][CH2:9][CH2:10][NH:11][C:12]2[N:17]=[C:16]([CH3:18])[C:15]([C:19]([NH:21][C@@H:22]([CH2:26][NH:27][C:28]([C:30]3[S:31][CH:32]=[CH:33][CH:34]=3)=[O:29])[C:23]([OH:25])=[O:24])=[O:20])=[C:14]([CH3:35])[N:13]=2)[CH:5]=[CH:6][CH:7]=1.Br[CH2:37][CH2:38][O:39][CH2:40][CH2:41][O:42][CH2:43][CH3:44].[I-].[Na+].C(N(CC)CC)C, predict the reaction product.